Dataset: Catalyst prediction with 721,799 reactions and 888 catalyst types from USPTO. Task: Predict which catalyst facilitates the given reaction. (1) The catalyst class is: 47. Reactant: CS(O[CH:6]([C:8]1[CH:13]=[CH:12][C:11]([N+:14]([O-:16])=[O:15])=[C:10]([CH3:17])[CH:9]=1)[CH3:7])(=O)=O.[F:18][C:19]([F:33])([C:24]1[N:28]=[C:27]([C:29]([F:32])([F:31])[F:30])[NH:26][N:25]=1)[C:20]([F:23])([F:22])[F:21].C(=O)([O-])[O-].[K+].[K+].C1OCCOCCOCCOCCOCCOC1. Product: [CH3:17][C:10]1[CH:9]=[C:8]([CH:6]([N:25]2[C:24]([C:19]([F:18])([F:33])[C:20]([F:23])([F:22])[F:21])=[N:28][C:27]([C:29]([F:30])([F:31])[F:32])=[N:26]2)[CH3:7])[CH:13]=[CH:12][C:11]=1[N+:14]([O-:16])=[O:15].[CH3:17][C:10]1[CH:9]=[C:8]([CH:6]([N:26]2[C:27]([C:29]([F:32])([F:31])[F:30])=[N:28][C:24]([C:19]([F:18])([F:33])[C:20]([F:21])([F:22])[F:23])=[N:25]2)[CH3:7])[CH:13]=[CH:12][C:11]=1[N+:14]([O-:16])=[O:15]. (2) Reactant: C([O:3][C:4](=[O:35])[CH2:5][N:6]1[C:14]2[C:9](=[CH:10][C:11]([F:15])=[CH:12][CH:13]=2)[C:8]([CH2:16][C:17]2[CH:22]=[CH:21][CH:20]=[C:19]([S:23]([CH2:26][C:27]3[CH:32]=[CH:31][C:30]([F:33])=[CH:29][CH:28]=3)(=[O:25])=[O:24])[CH:18]=2)=[C:7]1[CH3:34])C.[OH-].[K+].Cl. Product: [F:15][C:11]1[CH:10]=[C:9]2[C:14](=[CH:13][CH:12]=1)[N:6]([CH2:5][C:4]([OH:35])=[O:3])[C:7]([CH3:34])=[C:8]2[CH2:16][C:17]1[CH:22]=[CH:21][CH:20]=[C:19]([S:23]([CH2:26][C:27]2[CH:32]=[CH:31][C:30]([F:33])=[CH:29][CH:28]=2)(=[O:25])=[O:24])[CH:18]=1. The catalyst class is: 1. (3) Reactant: Cl.[N:2]1[C:12]2[C:11]3[S:13][C:14]([C:16]4[CH:30]=[CH:29][C:19]([CH2:20][NH:21]C(=O)OC(C)(C)C)=[CH:18][CH:17]=4)=[CH:15][C:10]=3[CH2:9][CH2:8][O:7][C:6]=2[CH:5]=[CH:4][CH:3]=1. The catalyst class is: 258. Product: [N:2]1[C:12]2[C:11]3[S:13][C:14]([C:16]4[CH:30]=[CH:29][C:19]([CH2:20][NH2:21])=[CH:18][CH:17]=4)=[CH:15][C:10]=3[CH2:9][CH2:8][O:7][C:6]=2[CH:5]=[CH:4][CH:3]=1.